Dataset: Full USPTO retrosynthesis dataset with 1.9M reactions from patents (1976-2016). Task: Predict the reactants needed to synthesize the given product. (1) The reactants are: [N+:1]([C:4]1[CH:12]=[C:7]2[CH2:8][NH:9][CH2:10][CH2:11][N:6]2[N:5]=1)([O-:3])=[O:2].C([O-])([O-])=O.[K+].[K+].Br[CH2:20][CH2:21][O:22][CH3:23]. Given the product [CH3:23][O:22][CH2:21][CH2:20][N:9]1[CH2:10][CH2:11][N:6]2[N:5]=[C:4]([N+:1]([O-:3])=[O:2])[CH:12]=[C:7]2[CH2:8]1, predict the reactants needed to synthesize it. (2) Given the product [NH2:1][C:2]1[N:7]=[CH:6][N:5]=[C:4]([N:8]2[CH2:12][CH2:11][CH:10]([NH:13][C:14]([NH:16][C:17]3[CH:18]=[CH:19][C:20]([CH:23]([CH3:25])[CH3:24])=[CH:21][CH:22]=3)=[O:15])[CH2:9]2)[C:3]=1[CH:26]=[N:27][O:28][CH2:29][CH2:30][NH:31][C:35]([NH:34][CH2:32][CH3:33])=[O:36], predict the reactants needed to synthesize it. The reactants are: [NH2:1][C:2]1[N:7]=[CH:6][N:5]=[C:4]([N:8]2[CH2:12][CH2:11][CH:10]([NH:13][C:14]([NH:16][C:17]3[CH:22]=[CH:21][C:20]([CH:23]([CH3:25])[CH3:24])=[CH:19][CH:18]=3)=[O:15])[CH2:9]2)[C:3]=1[CH:26]=[N:27][O:28][CH2:29][CH2:30][NH2:31].[CH2:32]([N:34]=[C:35]=[O:36])[CH3:33]. (3) Given the product [N+:8]([C:5]1[N:6]=[CH:7][C:2]([N:14]2[CH2:13][CH2:12][N:11]([C:17]([O:19][C:20]([CH3:23])([CH3:22])[CH3:21])=[O:18])[CH2:16][CH2:15]2)=[CH:3][CH:4]=1)([O-:10])=[O:9], predict the reactants needed to synthesize it. The reactants are: Br[C:2]1[CH:3]=[CH:4][C:5]([N+:8]([O-:10])=[O:9])=[N:6][CH:7]=1.[N:11]1([C:17]([O:19][C:20]([CH3:23])([CH3:22])[CH3:21])=[O:18])[CH2:16][CH2:15][NH:14][CH2:13][CH2:12]1.[I+].C([N+](CCCC)(CCCC)CCCC)CCC.C(=O)([O-])[O-].[K+].[K+]. (4) The reactants are: [Cl:1][C:2]1[CH:7]=[CH:6][CH:5]=[CH:4][C:3]=1[C:8]1[C:18]2[O:17][CH2:16][CH2:15][N:14](C(OC(C)(C)C)=O)[CH2:13][C:12]=2[CH:11]=[CH:10][CH:9]=1.C(OCC)(=O)C.Cl. Given the product [ClH:1].[Cl:1][C:2]1[CH:7]=[CH:6][CH:5]=[CH:4][C:3]=1[C:8]1[C:18]2[O:17][CH2:16][CH2:15][NH:14][CH2:13][C:12]=2[CH:11]=[CH:10][CH:9]=1, predict the reactants needed to synthesize it. (5) Given the product [CH3:25][C:21]1[CH:22]=[C:23]([CH3:24])[N:19]([C:13]2[C:14]([OH:18])=[CH:15][CH:16]=[CH:17][C:12]=2[OH:11])[N:20]=1, predict the reactants needed to synthesize it. The reactants are: CC1C=CC(S([O:11][C:12]2[CH:17]=[CH:16][CH:15]=[C:14]([OH:18])[C:13]=2[N:19]2[C:23]([CH3:24])=[CH:22][C:21]([CH3:25])=[N:20]2)(=O)=O)=CC=1.[OH-].[K+].